This data is from Full USPTO retrosynthesis dataset with 1.9M reactions from patents (1976-2016). The task is: Predict the reactants needed to synthesize the given product. (1) Given the product [Br:14][C:8]1[CH:7]=[C:3]([C:4]([N:32]2[CH2:33][CH2:34][O:29][C:30]3[CH:38]=[CH:37][N:36]=[CH:35][C:31]2=3)=[O:6])[C:2]([Br:1])=[CH:10][C:9]=1[C:11]([OH:13])=[O:12], predict the reactants needed to synthesize it. The reactants are: [Br:1][C:2]1[CH:10]=[C:9]([C:11]([OH:13])=[O:12])[C:8]([Br:14])=[CH:7][C:3]=1[C:4]([OH:6])=O.BrC1C=C(C(Cl)=O)C(Br)=CC=1C(Cl)=O.[O:29]1[CH2:34][CH2:33][NH:32][C:31]2[CH:35]=[N:36][CH:37]=[CH:38][C:30]1=2. (2) Given the product [CH:10]([C:13]1[CH:18]=[CH:17][CH:16]=[CH:15][C:14]=1[S:19][C:2]1[CH:3]=[C:4]([O:8][CH3:9])[CH:5]=[CH:6][CH:7]=1)([CH3:12])[CH3:11], predict the reactants needed to synthesize it. The reactants are: I[C:2]1[CH:3]=[C:4]([O:8][CH3:9])[CH:5]=[CH:6][CH:7]=1.[CH:10]([C:13]1[CH:18]=[CH:17][CH:16]=[CH:15][C:14]=1[SH:19])([CH3:12])[CH3:11].C([O-])([O-])=O.[K+].[K+].C(O)CO. (3) Given the product [CH2:19]1[C:20]2[C:25](=[CH:24][CH:23]=[CH:22][CH:21]=2)[CH:16]([N:12]2[C:11]([CH2:9][O:8][CH3:7])=[CH:15][N:14]=[CH:13]2)[CH2:17][S:18]1, predict the reactants needed to synthesize it. The reactants are: [H-].[H-].[H-].[H-].[Li+].[Al+3].[CH3:7][O:8][C:9]([C:11]1[N:12]([CH:16]2[C:25]3[C:20](=[CH:21][CH:22]=[CH:23][CH:24]=3)[CH2:19][S:18][CH2:17]2)[CH:13]=[N:14][CH:15]=1)=O.C1C2C(=CC=CC=2)C(N2C(CO)=CN=C2)CS1.CC(C)([O-])C.[K+].IC. (4) Given the product [CH3:18][O:17][C:16]1[CH:15]=[CH:14][CH:13]=[C:12]([O:19][CH3:20])[C:11]=1[CH:2]1[N:1]([CH2:24][C:23]2[CH:26]=[CH:27][CH:28]=[C:29]([C:30]3[CH:35]=[CH:34][CH:33]=[CH:32][N:31]=3)[C:22]=2[F:21])[C:5](=[O:7])[CH:4]([CH3:10])[CH2:3]1, predict the reactants needed to synthesize it. The reactants are: [NH2:1][CH:2]([C:11]1[C:16]([O:17][CH3:18])=[CH:15][CH:14]=[CH:13][C:12]=1[O:19][CH3:20])[CH2:3][CH:4]([CH3:10])[C:5]([O:7]CC)=O.[F:21][C:22]1[C:29]([C:30]2[CH:35]=[CH:34][CH:33]=[CH:32][N:31]=2)=[CH:28][CH:27]=[CH:26][C:23]=1[CH:24]=O. (5) Given the product [C:1]([CH:3]1[CH2:4][N:5]([C:7](=[O:42])[C@H:8]([NH:10][C:11]([C:13]2[C:21]3[C:16](=[N:17][CH:18]=[C:19]([C:22]4[C:30]5[CH2:29][CH2:28][C:27]([CH3:31])([CH3:32])[CH2:26][C:25]=5[N:24]([CH3:33])[N:23]=4)[N:20]=3)[NH:15][CH:14]=2)=[O:12])[CH3:9])[CH2:6]1)#[N:2], predict the reactants needed to synthesize it. The reactants are: [C:1]([CH:3]1[CH2:6][N:5]([C:7](=[O:42])[C@H:8]([NH:10][C:11]([C:13]2[C:21]3[C:16](=[N:17][CH:18]=[C:19]([C:22]4[C:30]5[CH2:29][CH2:28][C:27]([CH3:32])([CH3:31])[CH2:26][C:25]=5[N:24]([CH3:33])[N:23]=4)[N:20]=3)[N:15](COCC[Si](C)(C)C)[CH:14]=2)=[O:12])[CH3:9])[CH2:4]1)#[N:2].C(O)(C(F)(F)F)=O.C(N)CN. (6) Given the product [CH3:1][O:2][CH:3]1[C:12]2[C:7](=[CH:8][CH:9]=[C:10]([C:13]3[C:18](=[O:19])[N:17]([CH2:20][C:21]4[CH:26]=[CH:25][C:24]([C:27]5[CH:32]=[CH:31][CH:30]=[CH:29][C:28]=5[C:33]5[NH:42][C:44](=[O:47])[O:45][N:34]=5)=[CH:23][CH:22]=4)[C:16]([CH2:35][CH2:36][CH3:37])=[N:15][C:14]=3[CH3:38])[CH:11]=2)[O:6][C:5]([CH3:39])([CH3:40])[CH2:4]1, predict the reactants needed to synthesize it. The reactants are: [CH3:1][O:2][CH:3]1[C:12]2[C:7](=[CH:8][CH:9]=[C:10]([C:13]3[C:18](=[O:19])[N:17]([CH2:20][C:21]4[CH:26]=[CH:25][C:24]([C:27]5[C:28]([C:33]#[N:34])=[CH:29][CH:30]=[CH:31][CH:32]=5)=[CH:23][CH:22]=4)[C:16]([CH2:35][CH2:36][CH3:37])=[N:15][C:14]=3[CH3:38])[CH:11]=2)[O:6][C:5]([CH3:40])([CH3:39])[CH2:4]1.Cl.[NH2:42]O.[C:44](=[O:47])([O-])[OH:45].[Na+]. (7) Given the product [O:11]=[S:9]1(=[O:10])[C:4]2[CH:3]=[CH:2][CH:34]=[N:33][C:5]=2[NH:6][C:7]([C:12]2[C:13](=[O:32])[N:14]([CH2:24][C:25]3[CH:26]=[CH:27][C:28]([F:31])=[CH:29][CH:30]=3)[C@@H:15]3[C@H:20]([C:21]=2[OH:22])[C@@H:19]2[CH2:23][C@H:16]3[CH2:17][CH2:18]2)=[N:8]1, predict the reactants needed to synthesize it. The reactants are: Br[C:2]1[CH:34]=[N:33][C:5]2[NH:6][C:7]([C:12]3[C:13](=[O:32])[N:14]([CH2:24][C:25]4[CH:30]=[CH:29][C:28]([F:31])=[CH:27][CH:26]=4)[CH:15]4[CH:20]([C:21]=3[OH:22])[CH:19]3[CH2:23][CH:16]4[CH2:17][CH2:18]3)=[N:8][S:9](=[O:11])(=[O:10])[C:4]=2[CH:3]=1.C([O-])=O.[NH4+].C(OCC)(=O)C.